From a dataset of Full USPTO retrosynthesis dataset with 1.9M reactions from patents (1976-2016). Predict the reactants needed to synthesize the given product. (1) Given the product [Cl:1][C:2]1[N:3]=[C:4]([N:30]2[CH2:31][CH2:32][CH:28]([N:26]([CH3:27])[C:24](=[O:25])[O:23][C:19]([CH3:20])([CH3:21])[CH3:22])[CH2:29]2)[C:5]2[CH2:10][CH2:9][CH:8]([C:11]3[CH:16]=[CH:15][C:14]([F:17])=[CH:13][CH:12]=3)[C:6]=2[N:7]=1, predict the reactants needed to synthesize it. The reactants are: [Cl:1][C:2]1[N:3]=[C:4](Cl)[C:5]2[CH2:10][CH2:9][CH:8]([C:11]3[CH:16]=[CH:15][C:14]([F:17])=[CH:13][CH:12]=3)[C:6]=2[N:7]=1.[C:19]([O:23][C:24]([N:26]([CH:28]1[CH2:32][CH2:31][NH:30][CH2:29]1)[CH3:27])=[O:25])([CH3:22])([CH3:21])[CH3:20]. (2) Given the product [S:38]1[CH:39]=[CH:40][N:41]=[C:37]1[NH:13][S:14]([C:17]1[CH:36]=[CH:35][C:20]([C:21]([NH:23][CH2:24][C:25]2[CH:30]=[CH:29][C:28]([C:31]([F:33])([F:34])[F:32])=[CH:27][CH:26]=2)=[O:22])=[CH:19][N:18]=1)(=[O:15])=[O:16], predict the reactants needed to synthesize it. The reactants are: C(O)(C(F)(F)F)=O.COC1C=C(OC)C=CC=1C[N:13]([C:37]1[S:38][CH:39]=[CH:40][N:41]=1)[S:14]([C:17]1[CH:36]=[CH:35][C:20]([C:21]([NH:23][CH2:24][C:25]2[CH:30]=[CH:29][C:28]([C:31]([F:34])([F:33])[F:32])=[CH:27][CH:26]=2)=[O:22])=[CH:19][N:18]=1)(=[O:16])=[O:15].C(Cl)Cl.C(N(CC)CC)C. (3) Given the product [O:21]=[CH:5][CH2:4][CH2:3][CH2:2][C:1]([O:8][CH3:9])=[O:7], predict the reactants needed to synthesize it. The reactants are: [C:1]([O:8][CH3:9])(=[O:7])[CH2:2][CH2:3][CH2:4][CH:5]=C.N1C(C)=CC=CC=1C.C(Cl)Cl.[O:21]1CCOCC1. (4) Given the product [Br:1][C:2]1[S:6][C:5]([C:7]([C:8](=[CH:16][C:17]2[CH:22]=[CH:21][CH:20]=[CH:19][CH:18]=2)[C:9]([O:11][CH2:12][CH3:13])=[O:10])=[O:14])=[CH:4][CH:3]=1, predict the reactants needed to synthesize it. The reactants are: [Br:1][C:2]1[S:6][C:5]([C:7](=[O:14])[CH2:8][C:9]([O:11][CH2:12][CH3:13])=[O:10])=[CH:4][CH:3]=1.N1[CH2:20][CH2:19][CH2:18][CH2:17][CH2:16]1.[C:21](O)(=O)[CH3:22]. (5) Given the product [Br:1][C:2]1[CH:3]=[C:4]2[C:8](=[CH:9][CH:10]=1)[NH:7][CH:6]=[C:5]2[CH:16]=[O:17], predict the reactants needed to synthesize it. The reactants are: [Br:1][C:2]1[CH:3]=[C:4]2[C:8](=[CH:9][CH:10]=1)[NH:7][CH:6]=[CH:5]2.[Sn](Cl)(Cl)(Cl)Cl.[CH3:16][O:17]C(Cl)Cl.Cl. (6) Given the product [C:34]1([C:32]2[N:31]=[C:30]([C:40]3[CH:41]=[CH:42][CH:43]=[CH:44][CH:45]=3)[N:29]=[C:28]([C:23]3[CH:22]=[C:21]([C:61]4[CH:60]=[CH:59][C:58]([C:53]5[CH:54]=[CH:55][CH:56]=[CH:57][N:52]=5)=[CH:63][CH:62]=4)[CH:26]=[C:25]([C:1]4[C:14]5[C:15]6=[C:16]7[C:11](=[CH:12][CH:13]=5)[CH:10]=[CH:9][CH:8]=[C:7]7[CH:6]=[CH:5][C:4]6=[CH:3][CH:2]=4)[CH:24]=3)[N:33]=2)[CH:39]=[CH:38][CH:37]=[CH:36][CH:35]=1, predict the reactants needed to synthesize it. The reactants are: [C:1]1(B(O)O)[C:14]2[C:15]3=[C:16]4[C:11](=[CH:12][CH:13]=2)[CH:10]=[CH:9][CH:8]=[C:7]4[CH:6]=[CH:5][C:4]3=[CH:3][CH:2]=1.Br[C:21]1[CH:22]=[C:23]([C:28]2[N:33]=[C:32]([C:34]3[CH:39]=[CH:38][CH:37]=[CH:36][CH:35]=3)[N:31]=[C:30]([C:40]3[CH:45]=[CH:44][CH:43]=[CH:42][CH:41]=3)[N:29]=2)[CH:24]=[C:25](Br)[CH:26]=1.C([O-])([O-])=O.[K+].[K+].[N:52]1[CH:57]=[CH:56][CH:55]=[CH:54][C:53]=1[C:58]1[CH:63]=[CH:62][C:61](B(O)O)=[CH:60][CH:59]=1. (7) Given the product [NH2:16][C@H:7]([C:1]1[CH:2]=[CH:3][CH:4]=[CH:5][CH:6]=1)[C@H:8]([NH:9][S:39]([C:28]1[C:29]([CH:36]([CH3:37])[CH3:38])=[CH:30][C:31]([CH:33]([CH3:35])[CH3:34])=[CH:32][C:27]=1[CH:24]([CH3:26])[CH3:25])(=[O:41])=[O:40])[C:10]1[CH:15]=[CH:14][CH:13]=[CH:12][CH:11]=1, predict the reactants needed to synthesize it. The reactants are: [C:1]1([C@@H:7]([NH2:16])[C@@H:8]([C:10]2[CH:15]=[CH:14][CH:13]=[CH:12][CH:11]=2)[NH2:9])[CH:6]=[CH:5][CH:4]=[CH:3][CH:2]=1.C(N(CC)CC)C.[CH:24]([C:27]1[CH:32]=[C:31]([CH:33]([CH3:35])[CH3:34])[CH:30]=[C:29]([CH:36]([CH3:38])[CH3:37])[C:28]=1[S:39](Cl)(=[O:41])=[O:40])([CH3:26])[CH3:25]. (8) Given the product [CH2:16]([O:15][C:13](=[O:14])[C:12]1[CH:11]=[CH:10][C:9]([OH:8])=[N:22][C:18]=1[CH:19]([CH3:21])[CH3:20])[CH3:17], predict the reactants needed to synthesize it. The reactants are: CC(C)([O-])C.[Na+].C[O:8][C:9](=O)[CH:10]=[CH:11][C:12](=[C:18]([NH2:22])[CH:19]([CH3:21])[CH3:20])[C:13]([O:15][CH2:16][CH3:17])=[O:14].CCCCCC.C(OCC)C.